Dataset: Catalyst prediction with 721,799 reactions and 888 catalyst types from USPTO. Task: Predict which catalyst facilitates the given reaction. (1) Reactant: [NH2:1][C:2]1[CH:7]=[CH:6][C:5]([C:8]#[N:9])=[CH:4][N:3]=1.Cl.NO.C(=O)([O-])[O-:14].[Na+].[Na+]. Product: [NH2:1][C:2]1[CH:7]=[CH:6][C:5]([C:8]([NH2:9])=[O:14])=[CH:4][N:3]=1. The catalyst class is: 97. (2) Reactant: [NH2:1][C:2]1[CH:21]=[CH:20][CH:19]=[CH:18][C:3]=1[CH2:4][N:5]1[CH2:10][CH2:9][CH:8]([C:11]2[CH:16]=[CH:15][CH:14]=[CH:13][CH:12]=2)[O:7][C:6]1=[O:17].C(N(CC)CC)C.[F:29][C:30]([F:43])([F:42])[S:31](O[S:31]([C:30]([F:43])([F:42])[F:29])(=[O:33])=[O:32])(=[O:33])=[O:32].O.Cl. Product: [C:11]1([CH:8]2[O:7][C:6](=[O:17])[N:5]([CH2:4][C:3]3[CH:18]=[CH:19][CH:20]=[CH:21][C:2]=3[NH:1][S:31]([C:30]([F:43])([F:42])[F:29])(=[O:33])=[O:32])[CH2:10][CH2:9]2)[CH:16]=[CH:15][CH:14]=[CH:13][CH:12]=1. The catalyst class is: 146. (3) Reactant: [F:1][C:2]1[CH:21]=[C:20]([N:22]2[CH:26]=[CH:25][CH:24]=[N:23]2)[CH:19]=[CH:18][C:3]=1[CH2:4][C:5]1[C:6]([CH3:17])=[C:7]([CH3:16])[C:8]([OH:15])=[C:9]([CH:14]=1)[C:10]([O:12][CH3:13])=[O:11].[H-].[Na+].C1C=CC(N([S:36]([C:39]([F:42])([F:41])[F:40])(=[O:38])=[O:37])[S:36]([C:39]([F:42])([F:41])[F:40])(=[O:38])=[O:37])=CC=1.Cl. Product: [F:1][C:2]1[CH:21]=[C:20]([N:22]2[CH:26]=[CH:25][CH:24]=[N:23]2)[CH:19]=[CH:18][C:3]=1[CH2:4][C:5]1[C:6]([CH3:17])=[C:7]([CH3:16])[C:8]([O:15][S:36]([C:39]([F:42])([F:41])[F:40])(=[O:38])=[O:37])=[C:9]([CH:14]=1)[C:10]([O:12][CH3:13])=[O:11]. The catalyst class is: 3. (4) Reactant: [OH:1][C:2]1[CH:7]=[CH:6][N:5]([C:8]2[CH:13]=[CH:12][C:11]([S:14]([CH3:17])(=[O:16])=[O:15])=[CH:10][CH:9]=2)[C:4](=[O:18])[CH:3]=1.[CH3:19][C@H:20]1[CH2:25][C@H:24](OS(C)(=O)=O)[CH2:23][CH2:22][N:21]1[C:31]([O:33][C:34]([CH3:37])([CH3:36])[CH3:35])=[O:32].C(=O)([O-])[O-].[K+].[K+]. Product: [CH3:19][CH:20]1[CH2:25][CH:24]([O:1][C:2]2[CH:7]=[CH:6][N:5]([C:8]3[CH:9]=[CH:10][C:11]([S:14]([CH3:17])(=[O:16])=[O:15])=[CH:12][CH:13]=3)[C:4](=[O:18])[CH:3]=2)[CH2:23][CH2:22][N:21]1[C:31]([O:33][C:34]([CH3:35])([CH3:37])[CH3:36])=[O:32]. The catalyst class is: 173. (5) Reactant: C([O:8][C:9]1[CH:14]=[CH:13][C:12]([CH:15]=[CH:16][CH2:17][CH2:18][OH:19])=[CH:11][CH:10]=1)C1C=CC=CC=1.[H][H]. Product: [OH:19][CH2:18][CH2:17][CH2:16][CH2:15][C:12]1[CH:11]=[CH:10][C:9]([OH:8])=[CH:14][CH:13]=1. The catalyst class is: 403. (6) Reactant: Br[C:2]1[C:3]([C:10]2[CH:18]=[CH:17][C:13]([N:14]([CH3:16])[CH3:15])=[CH:12][CH:11]=2)=[N:4][C:5]([O:8][CH3:9])=[CH:6][CH:7]=1.[N:19]1([C:25]([O:27][C:28]([CH3:31])([CH3:30])[CH3:29])=[O:26])[CH2:24][CH2:23][NH:22][CH2:21][CH2:20]1.C1C=CC(P(C2C(C3C(P(C4C=CC=CC=4)C4C=CC=CC=4)=CC=C4C=3C=CC=C4)=C3C(C=CC=C3)=CC=2)C2C=CC=CC=2)=CC=1.CC(C)([O-])C.[Na+]. Product: [CH3:15][N:14]([CH3:16])[C:13]1[CH:17]=[CH:18][C:10]([C:3]2[C:2]([N:22]3[CH2:21][CH2:20][N:19]([C:25]([O:27][C:28]([CH3:31])([CH3:30])[CH3:29])=[O:26])[CH2:24][CH2:23]3)=[CH:7][CH:6]=[C:5]([O:8][CH3:9])[N:4]=2)=[CH:11][CH:12]=1. The catalyst class is: 164. (7) Reactant: [CH2:1]([N:4]1[CH2:11][CH:10]2[C:6]([C:23]3[S:24][C:25]([F:28])=[CH:26][CH:27]=3)([N:7]([C:12]([NH:14][C:15](=[O:22])[C:16]3[CH:21]=[CH:20][CH:19]=[CH:18][CH:17]=3)=[S:13])[O:8][CH2:9]2)[CH2:5]1)[CH:2]=[CH2:3]. Product: [CH2:1]([N:4]1[CH2:11][CH:10]([CH2:9][OH:8])[C:6]([NH:7][C:12]([NH:14][C:15](=[O:22])[C:16]2[CH:17]=[CH:18][CH:19]=[CH:20][CH:21]=2)=[S:13])([C:23]2[S:24][C:25]([F:28])=[CH:26][CH:27]=2)[CH2:5]1)[CH:2]=[CH2:3]. The catalyst class is: 763.